This data is from Forward reaction prediction with 1.9M reactions from USPTO patents (1976-2016). The task is: Predict the product of the given reaction. Given the reactants CC1(C)C(C)(C)OB([C:9]2[CH:33]=[CH:32][C:12]([O:13][CH2:14][C:15]3[CH:27]=[CH:26][C:25]([C:28]([F:31])([F:30])[F:29])=[CH:24][C:16]=3[C:17]([O:19][C:20]([CH3:23])([CH3:22])[CH3:21])=[O:18])=[CH:11][CH:10]=2)O1.Br[C:36]1[CH:37]=[C:38]([CH2:42][C:43]([OH:45])=[O:44])[CH:39]=[CH:40][CH:41]=1, predict the reaction product. The product is: [C:20]([O:19][C:17]([C:16]1[CH:24]=[C:25]([C:28]([F:31])([F:29])[F:30])[CH:26]=[CH:27][C:15]=1[CH2:14][O:13][C:12]1[CH:32]=[CH:33][C:9]([C:36]2[CH:41]=[CH:40][CH:39]=[C:38]([CH2:42][C:43]([OH:45])=[O:44])[CH:37]=2)=[CH:10][CH:11]=1)=[O:18])([CH3:23])([CH3:22])[CH3:21].